From a dataset of Forward reaction prediction with 1.9M reactions from USPTO patents (1976-2016). Predict the product of the given reaction. (1) Given the reactants [Br:1][C:2]1[CH:7]=[CH:6][C:5]([O:8][CH2:9][O:10][CH2:11][CH2:12][Si:13]([CH3:16])([CH3:15])[CH3:14])=[CH:4][C:3]=1[CH2:17][CH2:18][OH:19].[OH-].[K+].I[CH3:23], predict the reaction product. The product is: [Br:1][C:2]1[CH:7]=[CH:6][C:5]([O:8][CH2:9][O:10][CH2:11][CH2:12][Si:13]([CH3:14])([CH3:16])[CH3:15])=[CH:4][C:3]=1[CH2:17][CH2:18][O:19][CH3:23]. (2) Given the reactants [Cl:1][C:2]1[CH:7]=[CH:6][CH:5]=[C:4]([F:8])[C:3]=1[OH:9].C([O-])([O-])=O.[Cs+].[Cs+].[CH2:16](Br)[C:17]1[CH:22]=[CH:21][CH:20]=[CH:19][CH:18]=1, predict the reaction product. The product is: [C:17]1([CH2:16][O:9][C:3]2[C:4]([F:8])=[CH:5][CH:6]=[CH:7][C:2]=2[Cl:1])[CH:22]=[CH:21][CH:20]=[CH:19][CH:18]=1. (3) Given the reactants [I:1][C:2]1[CH:10]=[CH:9][CH:8]=[C:7]2[C:3]=1[CH2:4][NH:5][CH2:6]2.[CH3:11][S:12]([C:15]1[CH:16]=[CH:17][C:18]([O:24][C@@H:25]([CH3:30])[C:26]([F:29])([F:28])[F:27])=[C:19]([CH:23]=1)[C:20](O)=[O:21])(=[O:14])=[O:13], predict the reaction product. The product is: [I:1][C:2]1[CH:10]=[CH:9][CH:8]=[C:7]2[C:3]=1[CH2:4][N:5]([C:20]([C:19]1[CH:23]=[C:15]([S:12]([CH3:11])(=[O:13])=[O:14])[CH:16]=[CH:17][C:18]=1[O:24][C@@H:25]([CH3:30])[C:26]([F:28])([F:29])[F:27])=[O:21])[CH2:6]2. (4) Given the reactants Cl.[CH3:2][NH:3][CH3:4].C(N(CC)C(C)C)(C)C.Cl[S:15]([C:18]1[CH:19]=[C:20]([C:24]2[C:33]([CH3:35])([CH3:34])[CH2:32][C:31]3[C:26](=[CH:27][CH:28]=[C:29]([C:36]([O:38][CH3:39])=[O:37])[CH:30]=3)[N:25]=2)[CH:21]=[CH:22][CH:23]=1)(=[O:17])=[O:16], predict the reaction product. The product is: [CH3:2][N:3]([CH3:4])[S:15]([C:18]1[CH:19]=[C:20]([C:24]2[C:33]([CH3:34])([CH3:35])[CH2:32][C:31]3[C:26](=[CH:27][CH:28]=[C:29]([C:36]([O:38][CH3:39])=[O:37])[CH:30]=3)[N:25]=2)[CH:21]=[CH:22][CH:23]=1)(=[O:16])=[O:17]. (5) The product is: [CH2:38]([O:1][C:2]1[CH:10]=[CH:9][C:8]([S:11]([N:14]2[CH:27]([CH3:28])[C:26]3[C:21](=[CH:22][CH:23]=[CH:24][CH:25]=3)[C:20]3[CH:19]=[CH:18][CH:17]=[CH:16][C:15]2=3)(=[O:13])=[O:12])=[CH:7][C:3]=1[C:4]([O:6][CH2:36][CH3:37])=[O:5])[CH3:39]. Given the reactants [OH:1][C:2]1[CH:10]=[CH:9][C:8]([S:11]([N:14]2[CH:27]([CH3:28])[C:26]3[C:21](=[CH:22][CH:23]=[CH:24][CH:25]=3)[C:20]3[CH:19]=[CH:18][CH:17]=[CH:16][C:15]2=3)(=[O:13])=[O:12])=[CH:7][C:3]=1[C:4]([OH:6])=[O:5].C(=O)([O-])[O-].[K+].[K+].I[CH2:36][CH3:37].[CH2:38](OCC)[CH3:39], predict the reaction product. (6) The product is: [CH2:19]([O:18][C:16]([N:13]1[CH2:14][CH2:15][C:10]2[NH:9][C:8]([CH:6]([C:38]3[N:37]([CH3:39])[C:29]4[CH:30]=[C:31]([C:32]([OH:34])=[O:33])[CH:35]=[CH:36][C:28]=4[N:27]=3)[CH3:4])=[N:26][C:11]=2[CH2:12]1)=[O:17])[C:20]1[CH:21]=[CH:22][CH:23]=[CH:24][CH:25]=1. Given the reactants C(O[C:4]([CH:6]([C:8]1[NH:9][C:10]2[CH2:15][CH2:14][N:13]([C:16]([O:18][CH2:19][C:20]3[CH:25]=[CH:24][CH:23]=[CH:22][CH:21]=3)=[O:17])[CH2:12][C:11]=2[N:26]=1)C)=O)C.[NH2:27][C:28]1[CH:36]=[CH:35][C:31]([C:32]([OH:34])=[O:33])=[CH:30][C:29]=1[NH:37][CH3:38].[CH3:39]N1C(=O)N(C)CCC1.C1C=CC=CC=1, predict the reaction product. (7) Given the reactants [H-].[Al+3].[Li+].[H-].[H-].[H-].[CH3:7][C:8]1([CH3:33])[C:17]2[C:12]3=[C:13]([N:18]([CH2:21][C:22]4[N:23]=[N:24][N:25]([CH2:27][C:28](OCC)=[O:29])[CH:26]=4)[C:19](=[O:20])[N:11]3[CH2:10][CH2:9]1)[CH:14]=[CH:15][CH:16]=2, predict the reaction product. The product is: [OH:29][CH2:28][CH2:27][N:25]1[CH:26]=[C:22]([CH2:21][N:18]2[C:13]3=[C:12]4[C:17](=[CH:16][CH:15]=[CH:14]3)[C:8]([CH3:7])([CH3:33])[CH2:9][CH2:10][N:11]4[C:19]2=[O:20])[N:23]=[N:24]1. (8) Given the reactants Cl[C:2]1[N:7]=[C:6]([C:8]2[CH:9]=[N:10][N:11]([CH:13]([CH:17]3[CH2:19][CH2:18]3)[CH2:14][C:15]#[N:16])[CH:12]=2)[C:5]([O:20][CH3:21])=[CH:4][N:3]=1.[N+:22]([C:25]1[CH:26]=[C:27]([CH:29]=[CH:30][CH:31]=1)[NH2:28])([O-:24])=[O:23].C1(C)C=CC(S(O)(=O)=O)=CC=1.O1CCOCC1, predict the reaction product. The product is: [CH:17]1([CH:13]([N:11]2[CH:12]=[C:8]([C:6]3[C:5]([O:20][CH3:21])=[CH:4][N:3]=[C:2]([NH:28][C:27]4[CH:29]=[CH:30][CH:31]=[C:25]([N+:22]([O-:24])=[O:23])[CH:26]=4)[N:7]=3)[CH:9]=[N:10]2)[CH2:14][C:15]#[N:16])[CH2:19][CH2:18]1. (9) Given the reactants [Cl:1][C:2]1[C:3]([OH:22])=[C:4]([CH:9]=[C:10]([CH2:13][C:14]2[CH:19]=[CH:18][C:17]([O:20][CH3:21])=[CH:16][CH:15]=2)[C:11]=1[CH3:12])[C:5]([O:7][CH3:8])=[O:6].[H-].[Na+].C1C=CC(N([S:32]([C:35]([F:38])([F:37])[F:36])(=[O:34])=[O:33])[S:32]([C:35]([F:38])([F:37])[F:36])(=[O:34])=[O:33])=CC=1.Cl, predict the reaction product. The product is: [Cl:1][C:2]1[C:3]([O:22][S:32]([C:35]([F:38])([F:37])[F:36])(=[O:34])=[O:33])=[C:4]([CH:9]=[C:10]([CH2:13][C:14]2[CH:15]=[CH:16][C:17]([O:20][CH3:21])=[CH:18][CH:19]=2)[C:11]=1[CH3:12])[C:5]([O:7][CH3:8])=[O:6]. (10) Given the reactants C(O[BH-](OC(=O)C)OC(=O)C)(=O)C.[Na+].[NH2:15][C@H:16]([CH:20]1[CH2:22][CH2:21]1)[C:17]([OH:19])=[O:18].[CH:23]([C:25]1[CH:30]=[CH:29][N:28]=[C:27]2[N:31]([C:38]([O:40][C:41]([CH3:44])([CH3:43])[CH3:42])=[O:39])[CH:32]=[C:33]([C:34]([O:36][CH3:37])=[O:35])[C:26]=12)=O, predict the reaction product. The product is: [C:41]([O:40][C:38]([N:31]1[C:27]2=[N:28][CH:29]=[CH:30][C:25]([CH2:23][NH:15][C@H:16]([CH:20]3[CH2:22][CH2:21]3)[C:17]([OH:19])=[O:18])=[C:26]2[C:33]([C:34]([O:36][CH3:37])=[O:35])=[CH:32]1)=[O:39])([CH3:44])([CH3:43])[CH3:42].